Dataset: Full USPTO retrosynthesis dataset with 1.9M reactions from patents (1976-2016). Task: Predict the reactants needed to synthesize the given product. (1) Given the product [CH3:25][CH:24]([CH3:26])[C:23]([N:20]1[CH2:21][CH2:22][N:17]([C:14]2[CH:13]=[CH:12][C:11]([N+:8]([O-:10])=[O:9])=[CH:16][CH:15]=2)[CH2:18][CH2:19]1)=[O:27], predict the reactants needed to synthesize it. The reactants are: C(N(CC)CC)C.[N+:8]([C:11]1[CH:16]=[CH:15][C:14]([N:17]2[CH2:22][CH2:21][NH:20][CH2:19][CH2:18]2)=[CH:13][CH:12]=1)([O-:10])=[O:9].[C:23](Cl)(=[O:27])[CH:24]([CH3:26])[CH3:25]. (2) Given the product [NH:13]1[C:21]2[CH:22]=[CH:23][CH:24]=[CH:25][C:20]=2[CH:30]=[CH:4][CH:5]=[N:6]1, predict the reactants needed to synthesize it. The reactants are: Cl.CO[C:4](=O)[CH2:5][NH2:6].Cl.COC(=O)[C@H](CC(OC)=O)[NH2:13].[C:20]1([CH3:30])[CH:25]=[CH:24][C:23](S(O)(=O)=O)=[CH:22][CH:21]=1.[CH2:30](OC(=O)[C@H](CC(O[CH2:30][C:20]1[CH:25]=[CH:24][CH:23]=[CH:22][CH:21]=1)=O)N)[C:20]1[CH:25]=[CH:24][CH:23]=[CH:22][CH:21]=1. (3) Given the product [F:32][CH2:2][CH2:1][O:8][C:9]1[CH:21]=[C:20]2[C:12]([C:13]3[CH:14]=[CH:15][C:16]([OH:22])=[CH:17][C:18]=3[NH:19]2)=[CH:11][CH:10]=1, predict the reactants needed to synthesize it. The reactants are: [CH2:1]([O:8][C:9]1[CH:21]=[C:20]2[C:12]([C:13]3[CH:14]=[CH:15][C:16]([OH:22])=[CH:17][C:18]=3[NH:19]2)=[CH:11][CH:10]=1)[C:2]1C=CC=CC=1.C(=O)([O-])[O-].[Cs+].[Cs+].BrCC[F:32]. (4) Given the product [CH3:16][O:10][C:9]([N:6]1[CH2:7][CH2:8][CH:3]([CH2:2][OH:1])[CH2:4][CH2:5]1)=[O:12], predict the reactants needed to synthesize it. The reactants are: [OH:1][CH2:2][CH:3]1[CH2:8][CH2:7][NH:6][CH2:5][CH2:4]1.[C:9](=[O:12])([O-])[O-:10].[K+].[K+].Cl[CH2:16]Cl. (5) Given the product [NH2:7][C:8]1[C:16]([Cl:17])=[CH:15][CH:14]=[CH:13][C:9]=1[C:10]([O:12][CH3:1])=[O:11], predict the reactants needed to synthesize it. The reactants are: [CH3:1]O.S(Cl)(Cl)=O.[NH2:7][C:8]1[C:16]([Cl:17])=[CH:15][CH:14]=[CH:13][C:9]=1[C:10]([OH:12])=[O:11]. (6) Given the product [ClH:1].[Cl:19][C:20]1[CH:21]=[C:22]([N:26]2[CH2:31][CH2:30][N:29]([CH2:2][CH2:3][CH2:4][CH2:5][C:6]3([CH2:17][CH3:18])[C:14]4[C:9](=[CH:10][CH:11]=[C:12]([F:15])[CH:13]=4)[NH:8][C:7]3=[O:16])[CH2:28][CH2:27]2)[CH:23]=[CH:24][CH:25]=1, predict the reactants needed to synthesize it. The reactants are: [Cl:1][CH2:2][CH2:3][CH2:4][CH2:5][C:6]1([CH2:17][CH3:18])[C:14]2[C:9](=[CH:10][CH:11]=[C:12]([F:15])[CH:13]=2)[NH:8][C:7]1=[O:16].[Cl:19][C:20]1[CH:21]=[C:22]([N:26]2[CH2:31][CH2:30][NH:29][CH2:28][CH2:27]2)[CH:23]=[CH:24][CH:25]=1. (7) Given the product [CH3:30][O:31][CH:32]([O:35][CH3:36])[CH2:33][NH:34][C:2](=[O:8])[C:3]([NH:9][C:10]1[CH:21]=[CH:20][C:13]([O:14][CH2:15][C:16]([OH:18])([CH3:19])[CH3:17])=[C:12]([CH3:22])[CH:11]=1)=[O:4], predict the reactants needed to synthesize it. The reactants are: Cl[C:2](=[O:8])[C:3](OCC)=[O:4].[NH2:9][C:10]1[CH:21]=[CH:20][C:13]([O:14][CH2:15][C:16]([CH3:19])([OH:18])[CH3:17])=[C:12]([CH3:22])[CH:11]=1.CCN(CC)CC.[CH3:30][O:31][CH:32]([O:35][CH3:36])[CH2:33][NH2:34]. (8) Given the product [CH3:16][C:9]1([C:3]2[CH:8]=[CH:7][CH:6]=[CH:5][CH:4]=2)[CH2:13][CH2:12][CH2:11][C:10]1=[O:14], predict the reactants needed to synthesize it. The reactants are: [H-].[Na+].[C:3]1([CH:9]2[CH2:13][CH2:12][CH2:11][C:10]2=[O:14])[CH:8]=[CH:7][CH:6]=[CH:5][CH:4]=1.N[C@H:16](C(O)=O)CCSC.